Dataset: Full USPTO retrosynthesis dataset with 1.9M reactions from patents (1976-2016). Task: Predict the reactants needed to synthesize the given product. (1) Given the product [Cl:7][C:8]1[C:13]([CH2:14][OH:15])=[CH:12][C:11]([Cl:17])=[CH:10][N:9]=1, predict the reactants needed to synthesize it. The reactants are: B.C1COCC1.[Cl:7][C:8]1[C:13]([C:14](O)=[O:15])=[CH:12][C:11]([Cl:17])=[CH:10][N:9]=1. (2) Given the product [NH2:15][C:7]1[C:6]([C:4]([C:19]2[CH:20]=[C:21]([O:25][CH3:26])[C:22]([CH3:24])=[CH:23][C:18]=2[F:17])=[O:5])=[CH:11][N:10]=[C:9]([S:12][CH2:13][CH3:14])[N:8]=1, predict the reactants needed to synthesize it. The reactants are: CON(C)[C:4]([C:6]1[C:7]([NH2:15])=[N:8][C:9]([S:12][CH2:13][CH3:14])=[N:10][CH:11]=1)=[O:5].[F:17][C:18]1[CH:23]=[C:22]([CH3:24])[C:21]([O:25][CH3:26])=[CH:20][C:19]=1I.